This data is from Full USPTO retrosynthesis dataset with 1.9M reactions from patents (1976-2016). The task is: Predict the reactants needed to synthesize the given product. (1) Given the product [NH2:1][C:4]1[CH:5]=[CH:6][C:7]([N:10]2[CH:15]=[CH:14][N:13]=[CH:12][C:11]2=[O:16])=[CH:8][CH:9]=1, predict the reactants needed to synthesize it. The reactants are: [N+:1]([C:4]1[CH:9]=[CH:8][C:7]([N:10]2[CH:15]=[CH:14][N:13]=[CH:12][C:11]2=[O:16])=[CH:6][CH:5]=1)([O-])=O. (2) Given the product [CH3:19][O:18][C:11]1[C:10]([CH:2]2[N:1]([CH2:29][C:28]3[CH:31]=[CH:32][CH:33]=[C:26]([C:24]4[S:25][C:21]([CH3:20])=[CH:22][N:23]=4)[CH:27]=3)[C:5](=[O:7])[CH:4]([CH3:9])[CH2:3]2)=[C:15]([O:16][CH3:17])[CH:14]=[CH:13][N:12]=1, predict the reactants needed to synthesize it. The reactants are: [NH2:1][CH:2]([C:10]1[C:11]([O:18][CH3:19])=[N:12][CH:13]=[CH:14][C:15]=1[O:16][CH3:17])[CH2:3][CH:4]([CH3:9])[C:5]([O:7]C)=O.[CH3:20][C:21]1[S:25][C:24]([C:26]2[CH:27]=[C:28]([CH:31]=[CH:32][CH:33]=2)[CH:29]=O)=[N:23][CH:22]=1. (3) Given the product [Br:1][C:2]1[CH:3]=[C:4]2[C:9](=[CH:10][CH:11]=1)[C:8]([I:23])=[C:7]([O:12][C@H:13]1[CH2:18][CH2:17][C@H:16]([C:19]([CH3:22])([CH3:21])[CH3:20])[CH2:15][CH2:14]1)[CH:6]=[CH:5]2, predict the reactants needed to synthesize it. The reactants are: [Br:1][C:2]1[CH:11]=[CH:10][C:9]2[C:4](=[CH:5][CH:6]=[C:7]([O:12][C@H:13]3[CH2:18][CH2:17][C@H:16]([C:19]([CH3:22])([CH3:21])[CH3:20])[CH2:15][CH2:14]3)[CH:8]=2)[CH:3]=1.[I:23]N1C(=O)CCC1=O. (4) Given the product [F:1][C:2]1[CH:7]=[CH:6][CH:5]=[C:4]([F:8])[C:3]=1[I:14], predict the reactants needed to synthesize it. The reactants are: [F:1][C:2]1[CH:7]=[CH:6][CH:5]=[C:4]([F:8])[CH:3]=1.[Li]CCCC.[I:14]I. (5) Given the product [Cl:13][C:14]1[CH:20]=[CH:19][C:17]([NH:18][C:10]2[C:9]3[C:4](=[CH:5][CH:6]=[CH:7][CH:8]=3)[N:3]=[C:2]([N:23]3[C:22]([CH3:21])=[CH:26][C:25]([CH3:27])=[N:24]3)[N:11]=2)=[CH:16][CH:15]=1, predict the reactants needed to synthesize it. The reactants are: Cl[C:2]1[N:11]=[C:10](Cl)[C:9]2[C:4](=[CH:5][CH:6]=[CH:7][CH:8]=2)[N:3]=1.[Cl:13][C:14]1[CH:20]=[CH:19][C:17]([NH2:18])=[CH:16][CH:15]=1.[CH3:21][C:22]1[CH:26]=[C:25]([CH3:27])[NH:24][N:23]=1. (6) Given the product [CH3:8][O:9][C:10]1[CH:11]=[C:12]([CH:14]=[CH:15][CH:16]=1)[N:13]=[CH:6][C:3]1[CH:4]=[CH:5][S:1][CH:2]=1, predict the reactants needed to synthesize it. The reactants are: [S:1]1[CH:5]=[CH:4][C:3]([CH:6]=O)=[CH:2]1.[CH3:8][O:9][C:10]1[CH:11]=[C:12]([CH:14]=[CH:15][CH:16]=1)[NH2:13]. (7) Given the product [Cl:1][C:2]1[CH:11]=[C:10]2[C:5]([CH:6]=[CH:7][C:8]([CH3:12])=[N:9]2)=[C:4]([N:25]2[CH2:30][CH2:29][NH:28][CH2:27][CH2:26]2)[CH:3]=1, predict the reactants needed to synthesize it. The reactants are: [Cl:1][C:2]1[CH:11]=[C:10]2[C:5]([CH:6]=[CH:7][C:8]([CH3:12])=[N:9]2)=[C:4](O)[CH:3]=1.CC1C=CC2C(=CC=CC=2[N:25]2[CH2:30][CH2:29][NH:28][CH2:27][CH2:26]2)N=1. (8) Given the product [CH:53]1([N:57]2[CH2:62][CH2:61][N:60]([C:13]([CH:12]3[C:10]4([CH2:9][CH2:8][N:7]([CH:4]5[CH2:3][CH2:2][O:1][CH2:6][CH2:5]5)[CH2:17][CH2:16]4)[CH2:11]3)=[O:15])[CH2:59][CH2:58]2)[CH2:56][CH2:55][CH2:54]1, predict the reactants needed to synthesize it. The reactants are: [O:1]1[CH2:6][CH2:5][CH:4]([N:7]2[CH2:17][CH2:16][C:10]3([CH:12]([C:13]([OH:15])=O)[CH2:11]3)[CH2:9][CH2:8]2)[CH2:3][CH2:2]1.CN(C(ON1N=NC2C=CC=CC1=2)=[N+](C)C)C.F[P-](F)(F)(F)(F)F.CCN(C(C)C)C(C)C.Cl.Cl.[CH:53]1([N:57]2[CH2:62][CH2:61][NH:60][CH2:59][CH2:58]2)[CH2:56][CH2:55][CH2:54]1.